Dataset: Catalyst prediction with 721,799 reactions and 888 catalyst types from USPTO. Task: Predict which catalyst facilitates the given reaction. Reactant: [CH2:1]([O:3][C:4]([CH:6]1[CH2:11][CH2:10]C(=O)[CH2:8][CH2:7]1)=[O:5])[CH3:2].C(O[CH:16]([O:20][CH2:21][CH3:22])[O:17][CH2:18][CH3:19])C.C1(C)C=CC(S(O)(=O)=O)=CC=1.C(N(CC)CC)C. Product: [CH2:1]([O:3][C:4]([CH:6]1[CH2:11][CH2:10][C:16]([O:17][CH2:18][CH3:19])([O:20][CH2:21][CH3:22])[CH2:8][CH2:7]1)=[O:5])[CH3:2]. The catalyst class is: 11.